This data is from Peptide-MHC class II binding affinity with 134,281 pairs from IEDB. The task is: Regression. Given a peptide amino acid sequence and an MHC pseudo amino acid sequence, predict their binding affinity value. This is MHC class II binding data. (1) The peptide sequence is TDRESLRNLRGYYN. The MHC is DRB1_0101 with pseudo-sequence DRB1_0101. The binding affinity (normalized) is 0.588. (2) The peptide sequence is VVLRKRQGPKQMLVG. The MHC is HLA-DQA10501-DQB10302 with pseudo-sequence HLA-DQA10501-DQB10302. The binding affinity (normalized) is 0.310.